This data is from Full USPTO retrosynthesis dataset with 1.9M reactions from patents (1976-2016). The task is: Predict the reactants needed to synthesize the given product. (1) Given the product [Cl:35][C:23]1[CH:24]=[CH:25][C:26]([C:28]2[C:33]([F:34])=[CH:32][CH:31]=[CH:30][N:29]=2)=[CH:27][C:22]=1[C:21]([NH:20][C:19]1[N:15]([C:11]2[CH:12]=[CH:13][CH:14]=[C:9]([OH:8])[CH:10]=2)[N:16]=[C:17]([C:37]([NH:45][CH2:44][CH2:42][OH:43])=[O:38])[CH:18]=1)=[O:36], predict the reactants needed to synthesize it. The reactants are: C([O:8][C:9]1[CH:10]=[C:11]([N:15]2[C:19]([NH:20][C:21](=[O:36])[C:22]3[CH:27]=[C:26]([C:28]4[C:33]([F:34])=[CH:32][CH:31]=[CH:30][N:29]=4)[CH:25]=[CH:24][C:23]=3[Cl:35])=[CH:18][C:17]([C:37](OCC)=[O:38])=[N:16]2)[CH:12]=[CH:13][CH:14]=1)C1C=CC=CC=1.[CH2:42]([CH2:44][NH2:45])[OH:43]. (2) Given the product [N:3]1[CH:4]=[CH:5][CH:6]=[CH:7][C:2]=1[N:8]1[CH2:14][CH2:13][CH2:12][NH:11][CH2:10][CH2:9]1, predict the reactants needed to synthesize it. The reactants are: Br[C:2]1[CH:7]=[CH:6][CH:5]=[CH:4][N:3]=1.[NH:8]1[CH2:14][CH2:13][CH2:12][NH:11][CH2:10][CH2:9]1. (3) Given the product [CH3:12][O:1][C:2]1[CH:10]=[CH:9][C:5]([C:6]([O:24][CH3:23])=[O:7])=[C:4]([CH3:11])[CH:3]=1, predict the reactants needed to synthesize it. The reactants are: [OH:1][C:2]1[CH:10]=[CH:9][C:5]([C:6](O)=[O:7])=[C:4]([CH3:11])[CH:3]=1.[C:12](=O)([O-])[O-].[Cs+].[Cs+].IC.CN([CH:23]=[O:24])C. (4) Given the product [CH3:12][N:5]1[C:6]([C:10](=[O:9])[CH3:11])=[CH:7][N:8]=[C:3]1[C:2]([F:14])([F:13])[F:1], predict the reactants needed to synthesize it. The reactants are: [F:1][C:2]([F:14])([F:13])[C:3]([N:5]([CH3:12])[C:6]1[CH:7]=[N:8][O:9][C:10]=1[CH3:11])=O.C[O-].[Na+].